From a dataset of Full USPTO retrosynthesis dataset with 1.9M reactions from patents (1976-2016). Predict the reactants needed to synthesize the given product. (1) Given the product [N:48]1([C:45]2[N:46]=[CH:47][C:42]([C@@H:22]([F:19])[CH2:23][N:24]3[CH2:41][CH2:40][C:27]4([C:31](=[O:32])[N:30]([C:33]5[CH2:34][O:35][C:36](=[O:39])[C:37]=5[CH3:38])[CH2:29][CH2:28]4)[CH2:26][CH2:25]3)=[N:43][CH:44]=2)[CH:52]=[N:51][N:50]=[N:49]1, predict the reactants needed to synthesize it. The reactants are: CCN(CC)CC.[B-](F)(F)(F)F.CCN([S+](F)[F:19])CC.O[C@@H:22]([C:42]1[CH:47]=[N:46][C:45]([N:48]2[CH:52]=[N:51][N:50]=[N:49]2)=[CH:44][N:43]=1)[CH2:23][NH+:24]1[CH2:41][CH2:40][C:27]2([C:31](=[O:32])[N:30]([C:33]3[CH2:34][O:35][C:36](=[O:39])[C:37]=3[CH3:38])[CH2:29][CH2:28]2)[CH2:26][CH2:25]1. (2) Given the product [CH2:12]([N:9]1[CH2:10][CH2:11][C:5]2[N:4]=[CH:3][C:2]([N:15]3[CH2:20][CH2:19][NH:18][CH2:17][CH2:16]3)=[N:14][C:6]=2[CH2:7][CH2:8]1)[CH3:13], predict the reactants needed to synthesize it. The reactants are: Cl[C:2]1[CH:3]=[N:4][C:5]2[CH2:11][CH2:10][N:9]([CH2:12][CH3:13])[CH2:8][CH2:7][C:6]=2[N:14]=1.[NH:15]1[CH2:20][CH2:19][NH:18][CH2:17][CH2:16]1.